From a dataset of Peptide-MHC class I binding affinity with 185,985 pairs from IEDB/IMGT. Regression. Given a peptide amino acid sequence and an MHC pseudo amino acid sequence, predict their binding affinity value. This is MHC class I binding data. (1) The peptide sequence is VQPPQLTLQV. The MHC is HLA-B40:02 with pseudo-sequence HLA-B40:02. The binding affinity (normalized) is 0. (2) The peptide sequence is FTASVSTVV. The MHC is HLA-A02:01 with pseudo-sequence HLA-A02:01. The binding affinity (normalized) is 0.898. (3) The MHC is BoLA-AW10 with pseudo-sequence BoLA-AW10. The binding affinity (normalized) is 0.0641. The peptide sequence is YLQAKSQVL. (4) The peptide sequence is TINAWIKVV. The MHC is HLA-A01:01 with pseudo-sequence HLA-A01:01. The binding affinity (normalized) is 0.270. (5) The peptide sequence is MLLALIAVL. The MHC is HLA-A02:01 with pseudo-sequence HLA-A02:01. The binding affinity (normalized) is 0.773. (6) The MHC is HLA-A80:01 with pseudo-sequence HLA-A80:01. The peptide sequence is PVTPVIPRV. The binding affinity (normalized) is 0.0847. (7) The peptide sequence is VSSWEEVPYL. The MHC is HLA-B58:01 with pseudo-sequence HLA-B58:01. The binding affinity (normalized) is 0.487. (8) The peptide sequence is RKNGKKVIQL. The MHC is HLA-B08:01 with pseudo-sequence HLA-B08:01. The binding affinity (normalized) is 0.530. (9) The peptide sequence is KIVPLPPMY. The MHC is HLA-A29:02 with pseudo-sequence HLA-A29:02. The binding affinity (normalized) is 0.480.